Task: Predict the reactants needed to synthesize the given product.. Dataset: Full USPTO retrosynthesis dataset with 1.9M reactions from patents (1976-2016) (1) The reactants are: [Br:1][C:2]1[CH:7]=[CH:6][C:5]([CH:8]([CH:20]2[CH2:24][CH2:23][CH2:22][CH2:21]2)[CH2:9][C:10]([C:12]2[CH:13]=[CH:14][C:15](=[O:19])[N:16]([CH3:18])[CH:17]=2)=O)=[C:4]([F:25])[CH:3]=1.Cl.[NH2:27][OH:28].C([O-])(O)=O.[Na+]. Given the product [Br:1][C:2]1[CH:7]=[CH:6][C:5]([CH:8]([CH:20]2[CH2:24][CH2:23][CH2:22][CH2:21]2)[CH2:9]/[C:10](/[C:12]2[CH:13]=[CH:14][C:15](=[O:19])[N:16]([CH3:18])[CH:17]=2)=[N:27]\[OH:28])=[C:4]([F:25])[CH:3]=1, predict the reactants needed to synthesize it. (2) Given the product [CH3:1][O:2][C:3](=[O:30])[CH2:4][CH2:5][CH:6]([NH:15][C:16](=[O:29])[CH2:17][CH2:18][CH2:19][CH2:20][CH2:21][CH2:22][C:23]1[CH:24]=[CH:25][CH:26]=[CH:27][CH:28]=1)[CH2:7][C:8]1[CH:13]=[CH:12][C:11]([O:14][CH2:38][C:33]2[CH:34]=[CH:35][CH:36]=[CH:37][N:32]=2)=[CH:10][CH:9]=1, predict the reactants needed to synthesize it. The reactants are: [CH3:1][O:2][C:3](=[O:30])[CH2:4][CH2:5][CH:6]([NH:15][C:16](=[O:29])[CH2:17][CH2:18][CH2:19][CH2:20][CH2:21][CH2:22][C:23]1[CH:28]=[CH:27][CH:26]=[CH:25][CH:24]=1)[CH2:7][C:8]1[CH:13]=[CH:12][C:11]([OH:14])=[CH:10][CH:9]=1.Cl.[N:32]1[CH:37]=[CH:36][CH:35]=[CH:34][C:33]=1[CH2:38]Cl.C([O-])([O-])=O.[K+].[K+]. (3) Given the product [Br:1][C:2]1[CH:7]=[C:6]([Cl:8])[C:5]([CH2:9][Br:11])=[CH:4][C:3]=1[F:10], predict the reactants needed to synthesize it. The reactants are: [Br:1][C:2]1[CH:7]=[C:6]([Cl:8])[C:5]([CH3:9])=[CH:4][C:3]=1[F:10].[Br:11]N1C(=O)CCC1=O.N(C(C)(C)C#N)=NC(C)(C)C#N. (4) Given the product [O:1]([CH2:8][C:9]1[O:10][C:11]2[CH:17]=[CH:16][C:15]([CH2:18][NH2:19])=[CH:14][C:12]=2[CH:13]=1)[C:2]1[CH:7]=[CH:6][CH:5]=[CH:4][CH:3]=1, predict the reactants needed to synthesize it. The reactants are: [O:1]([CH2:8][C:9]1[O:10][C:11]2[CH:17]=[CH:16][C:15]([C:18]#[N:19])=[CH:14][C:12]=2[CH:13]=1)[C:2]1[CH:7]=[CH:6][CH:5]=[CH:4][CH:3]=1.[H-].[Al+3].[Li+].[H-].[H-].[H-]. (5) Given the product [F:1][C:2]1[CH:3]=[C:4]2[C:12](=[CH:13][CH:14]=1)[NH:11][C:10]1[CH2:9][CH2:8][CH:7]([CH2:15][CH2:16][NH2:17])[CH2:6][C:5]2=1, predict the reactants needed to synthesize it. The reactants are: [F:1][C:2]1[CH:3]=[C:4]2[C:12](=[CH:13][CH:14]=1)[NH:11][C:10]1[CH2:9][CH2:8][CH:7]([CH2:15][C:16]#[N:17])[CH2:6][C:5]2=1.N. (6) The reactants are: [N:1]1[CH:6]=[CH:5][C:4]([CH:7]=O)=[CH:3][CH:2]=1.[CH3:9][C:10]1[CH:15]=[CH:14][C:13]([C:16]([CH3:18])=[O:17])=[CH:12][CH:11]=1.[OH-:19].[K+]. Given the product [C:10]1([CH3:9])[CH:15]=[CH:14][C:13]([C:16](=[O:19])[CH2:18][CH:7]([C:4]2[CH:3]=[CH:2][N:1]=[CH:6][CH:5]=2)[CH2:18][C:16]([C:13]2[CH:14]=[CH:15][C:10]([CH3:9])=[CH:11][CH:12]=2)=[O:17])=[CH:12][CH:11]=1, predict the reactants needed to synthesize it. (7) Given the product [CH3:15][S:16]([O:13][CH2:12][CH2:11][CH2:10][CH2:9][C:5]1[CH:6]=[C:7]([CH3:8])[C:2]([Br:1])=[C:3]([CH3:14])[CH:4]=1)(=[O:18])=[O:17], predict the reactants needed to synthesize it. The reactants are: [Br:1][C:2]1[C:7]([CH3:8])=[CH:6][C:5]([CH2:9][CH2:10][CH2:11][CH2:12][OH:13])=[CH:4][C:3]=1[CH3:14].[CH3:15][S:16](Cl)(=[O:18])=[O:17].O.